From a dataset of Forward reaction prediction with 1.9M reactions from USPTO patents (1976-2016). Predict the product of the given reaction. (1) The product is: [F:1][C:2]([F:12])([C:3]1[CH:4]=[C:5]([NH2:6])[N:19]([C:16]2[CH:17]=[CH:18][C:13]([CH3:21])=[CH:14][CH:15]=2)[N:20]=1)[C:8]([F:9])([F:11])[F:10]. Given the reactants [F:1][C:2]([F:12])([C:8]([F:11])([F:10])[F:9])[C:3](=O)[CH2:4][C:5]#[N:6].[C:13]1([CH3:21])[CH:18]=[CH:17][C:16]([NH:19][NH2:20])=[CH:15][CH:14]=1, predict the reaction product. (2) Given the reactants [CH3:1][O:2][C:3](=[O:18])[C:4]1[CH:9]=[CH:8][CH:7]=[CH:6][C:5]=1[CH:10]=[C:11]1[CH2:16][CH2:15][N:14]([CH3:17])[CH2:13][CH2:12]1, predict the reaction product. The product is: [CH3:1][O:2][C:3](=[O:18])[C:4]1[CH:9]=[CH:8][CH:7]=[CH:6][C:5]=1[CH2:10][CH:11]1[CH2:16][CH2:15][N:14]([CH3:17])[CH2:13][CH2:12]1. (3) Given the reactants F[C:2]1[N:29]=[CH:28][C:5]2[N:6]=[CH:7][N:8]=[C:9]([NH:10][C:11]3[CH:12]=[C:13]4[C:17](=[CH:18][CH:19]=3)[N:16]([CH2:20][C:21]3[CH:26]=[CH:25][CH:24]=[C:23]([F:27])[CH:22]=3)[N:15]=[CH:14]4)[C:4]=2[CH:3]=1.[CH3:30][O:31][C:32]1[CH:39]=[CH:38][C:35]([CH2:36][NH2:37])=[CH:34][CH:33]=1, predict the reaction product. The product is: [F:27][C:23]1[CH:22]=[C:21]([CH:26]=[CH:25][CH:24]=1)[CH2:20][N:16]1[C:17]2[C:13](=[CH:12][C:11]([NH:10][C:9]3[C:4]4[CH:3]=[C:2]([NH:37][CH2:36][C:35]5[CH:38]=[CH:39][C:32]([O:31][CH3:30])=[CH:33][CH:34]=5)[N:29]=[CH:28][C:5]=4[N:6]=[CH:7][N:8]=3)=[CH:19][CH:18]=2)[CH:14]=[N:15]1. (4) Given the reactants [Br:1][C:2]1[CH:3]=[C:4]([B:8]([OH:10])[OH:9])[CH:5]=[CH:6][CH:7]=1.[CH3:11][C:12]([CH2:16]O)([CH2:14]O)[CH3:13], predict the reaction product. The product is: [Br:1][C:2]1[CH:3]=[C:4]([B:8]2[O:10][CH2:13][C:12]([CH3:16])([CH3:14])[CH2:11][O:9]2)[CH:5]=[CH:6][CH:7]=1. (5) Given the reactants [NH:1]1[C:9](=[O:10])[C:8]2[NH:7][CH:6]=[N:5][C:4]=2[NH:3][C:2]1=[O:11].[OH-].[Na+].Cl[CH2:15][C:16]([OH:18])=[O:17], predict the reaction product. The product is: [O:11]=[C:2]1[NH:3][C:4]2[N:5]=[CH:6][N:7]([CH2:15][C:16]([OH:18])=[O:17])[C:8]=2[C:9](=[O:10])[NH:1]1. (6) Given the reactants [CH3:1][C:2]1[CH:7]=[CH:6][N:5]=[CH:4][CH:3]=1.[CH2:8]([Cl:15])[C:9]1[CH:14]=[CH:13][CH:12]=[CH:11][CH:10]=1, predict the reaction product. The product is: [Cl-:15].[CH2:8]([N+:5]1[CH:6]=[CH:7][C:2]([CH3:1])=[CH:3][CH:4]=1)[C:9]1[CH:14]=[CH:13][CH:12]=[CH:11][CH:10]=1. (7) Given the reactants [C:1]([C:3]1[C:16](=[O:17])[C@@H:15]([CH3:18])[C@@H:6]2[CH2:7][CH2:8][C:9]3[CH:10]=[N:11][CH:12]=[N:13][C:14]=3[C@@:5]2([C:19]2[CH:20]=[C:21]([CH:25]=[CH:26][CH:27]=2)[C:22](O)=[O:23])[CH:4]=1)#[N:2].[NH2:28][C:29]1[CH:34]=[CH:33][CH:32]=[CH:31][CH:30]=1.CCN(C(C)C)C(C)C.F[P-](F)(F)(F)(F)F.CN([C+](N(C)C)N1C2C=CC=CC=2[N+]([O-])=N1)C, predict the reaction product. The product is: [C:1]([C:3]1[C:16](=[O:17])[C@@H:15]([CH3:18])[C@@H:6]2[CH2:7][CH2:8][C:9]3[CH:10]=[N:11][CH:12]=[N:13][C:14]=3[C@@:5]2([C:19]2[CH:20]=[C:21]([CH:25]=[CH:26][CH:27]=2)[C:22]([NH:28][C:29]2[CH:34]=[CH:33][CH:32]=[CH:31][CH:30]=2)=[O:23])[CH:4]=1)#[N:2].